This data is from Full USPTO retrosynthesis dataset with 1.9M reactions from patents (1976-2016). The task is: Predict the reactants needed to synthesize the given product. Given the product [OH:2][C:3]1[C:4](=[O:23])[N:5]([CH3:22])[C:6]([C:9]2[CH:10]=[CH:11][C:12]([O:15][C:16]3[CH:21]=[CH:20][CH:19]=[CH:18][CH:17]=3)=[CH:13][CH:14]=2)=[N:7][CH:8]=1, predict the reactants needed to synthesize it. The reactants are: C[O:2][C:3]1[C:4](=[O:23])[N:5]([CH3:22])[C:6]([C:9]2[CH:14]=[CH:13][C:12]([O:15][C:16]3[CH:21]=[CH:20][CH:19]=[CH:18][CH:17]=3)=[CH:11][CH:10]=2)=[N:7][CH:8]=1.B(Br)(Br)Br.